This data is from Reaction yield outcomes from USPTO patents with 853,638 reactions. The task is: Predict the reaction yield, written as a fraction of the theoretical maximum amount of product (1.0 means a 100% yield; for example, 0.34 means a 34% yield). (1) The reactants are [C:1]1([CH2:7][C:8]([NH2:10])=[O:9])[CH:6]=[CH:5][CH:4]=[CH:3][CH:2]=1.C(Cl)(=O)[C:12](Cl)=[O:13].[NH2:17][C:18]1[CH:36]=[CH:35][C:21]([O:22][C:23]2[CH:28]=[CH:27][N:26]=[C:25]([NH:29][C:30](=[O:34])[N:31]([CH3:33])[CH3:32])[CH:24]=2)=[CH:20][CH:19]=1.C(OCC)(=O)C. The catalyst is ClCCCl.CN(C)C=O. The product is [CH3:32][N:31]([CH3:33])[C:30]([NH:29][C:25]1[CH:24]=[C:23]([O:22][C:21]2[CH:35]=[CH:36][C:18]([NH:17][C:12]([NH:10][C:8](=[O:9])[CH2:7][C:1]3[CH:6]=[CH:5][CH:4]=[CH:3][CH:2]=3)=[O:13])=[CH:19][CH:20]=2)[CH:28]=[CH:27][N:26]=1)=[O:34]. The yield is 0.0510. (2) The reactants are C(OC(=O)[NH:7][CH2:8][CH2:9][CH2:10][C:11]1([C:29]2[CH:34]=[CH:33][CH:32]=[CH:31][CH:30]=2)[N:15]([C:16](=[O:20])[CH:17]([CH3:19])[CH3:18])[N:14]=[C:13]([C:21]2[CH:26]=[C:25]([F:27])[CH:24]=[CH:23][C:22]=2[F:28])[O:12]1)(C)(C)C.C(O)(C(F)(F)F)=O. The catalyst is C(Cl)Cl. The product is [NH2:7][CH2:8][CH2:9][CH2:10][C:11]1([C:29]2[CH:34]=[CH:33][CH:32]=[CH:31][CH:30]=2)[N:15]([C:16](=[O:20])[CH:17]([CH3:19])[CH3:18])[N:14]=[C:13]([C:21]2[CH:26]=[C:25]([F:27])[CH:24]=[CH:23][C:22]=2[F:28])[O:12]1. The yield is 0.530.